Dataset: Full USPTO retrosynthesis dataset with 1.9M reactions from patents (1976-2016). Task: Predict the reactants needed to synthesize the given product. (1) Given the product [N:14]1[C:13]2[NH:9][CH:10]=[CH:11][C:12]=2[C:17]([N:18]2[C:26]3[C:21](=[CH:22][CH:23]=[C:24]([C:27]4[CH:28]=[C:29]([NH:33][C:35]([NH:34][C:37]5[CH:42]=[CH:41][CH:40]=[CH:39][C:38]=5[O:43][CH3:44])=[O:36])[CH:30]=[CH:31][CH:32]=4)[CH:25]=3)[CH:20]=[CH:19]2)=[N:16][CH:15]=1, predict the reactants needed to synthesize it. The reactants are: C(OC[N:9]1[C:13]2[N:14]=[CH:15][N:16]=[C:17]([N:18]3[C:26]4[C:21](=[CH:22][CH:23]=[C:24]([C:27]5[CH:32]=[CH:31][CH:30]=[C:29]([NH2:33])[CH:28]=5)[CH:25]=4)[CH:20]=[CH:19]3)[C:12]=2[CH:11]=[CH:10]1)(=O)C(C)(C)C.[N:34]([C:37]1[CH:42]=[CH:41][CH:40]=[CH:39][C:38]=1[O:43][CH3:44])=[C:35]=[O:36].[OH-].[Na+].CO. (2) Given the product [ClH:33].[CH3:32][N:2]([CH3:1])[C:3]1([C:26]2[CH:27]=[CH:28][CH:29]=[CH:30][CH:31]=2)[CH2:4][CH2:5][CH:6]([CH2:9][C:10]([NH:12][CH2:13][CH2:14][CH2:15][CH2:16][C:17]2[C:25]3[C:20](=[CH:21][CH:22]=[CH:23][CH:24]=3)[NH:19][CH:18]=2)=[O:11])[CH2:7][CH2:8]1, predict the reactants needed to synthesize it. The reactants are: [CH3:1][N:2]([CH3:32])[C:3]1([C:26]2[CH:31]=[CH:30][CH:29]=[CH:28][CH:27]=2)[CH2:8][CH2:7][CH:6]([CH2:9][C:10]([NH:12][CH2:13][CH2:14][CH2:15][CH2:16][C:17]2[C:25]3[C:20](=[CH:21][CH:22]=[CH:23][CH:24]=3)[NH:19][CH:18]=2)=[O:11])[CH2:5][CH2:4]1.[Cl:33][Si](C)(C)C. (3) Given the product [CH:1]([C@@H:4]1[CH2:8][C@@H:7]([C@@H:9]([NH:33][C:44]([O:46][C:47]([CH3:50])([CH3:49])[CH3:48])=[O:45])[CH2:10][C@@H:11]([CH:30]([CH3:32])[CH3:31])[CH2:12][C:13]2[CH:18]=[CH:17][C:16]([O:19][CH2:20][CH2:21][CH2:22][OH:23])=[C:15]([O:24][CH2:25][CH2:26][CH2:27][O:28][CH3:29])[CH:14]=2)[O:6][C:5]1=[O:34])([CH3:3])[CH3:2], predict the reactants needed to synthesize it. The reactants are: [CH:1]([C@@H:4]1[CH2:8][C@@H:7]([C@@H:9]([NH2:33])[CH2:10][C@@H:11]([CH:30]([CH3:32])[CH3:31])[CH2:12][C:13]2[CH:18]=[CH:17][C:16]([O:19][CH2:20][CH2:21][CH2:22][OH:23])=[C:15]([O:24][CH2:25][CH2:26][CH2:27][O:28][CH3:29])[CH:14]=2)[O:6][C:5]1=[O:34])([CH3:3])[CH3:2].C(N(C(C)C)C(C)C)C.[C:44](O[C:44]([O:46][C:47]([CH3:50])([CH3:49])[CH3:48])=[O:45])([O:46][C:47]([CH3:50])([CH3:49])[CH3:48])=[O:45]. (4) Given the product [CH3:38][N:1]1[CH:5]=[CH:4][N:3]=[C:2]1[C@H:6]1[C@H:15]2[CH2:16][CH2:17][N:18]([C:19]([C@H:21]3[CH2:26][CH2:25][CH2:24][CH2:23][C@H:22]3[NH:27][C:28](=[O:35])[C:29]3[CH:30]=[CH:31][CH:32]=[CH:33][CH:34]=3)=[O:20])[C@H:14]2[C:13]2[CH:12]=[CH:11][CH:10]=[CH:9][C:8]=2[NH:7]1, predict the reactants needed to synthesize it. The reactants are: [NH:1]1[CH:5]=[CH:4][N:3]=[C:2]1[C@H:6]1[C@H:15]2[CH2:16][CH2:17][N:18]([C:19]([C@H:21]3[CH2:26][CH2:25][CH2:24][CH2:23][C@H:22]3[NH:27][C:28](=[O:35])[C:29]3[CH:34]=[CH:33][CH:32]=[CH:31][CH:30]=3)=[O:20])[C@H:14]2[C:13]2[CH:12]=[CH:11][CH:10]=[CH:9][C:8]=2[NH:7]1.[H-].[Na+].[CH3:38]I.O. (5) Given the product [CH2:1]([S:8][CH2:33][C:16]1[N:17]=[C:18]([C:22]2[S:23][C:24]3[CH:32]=[CH:31][CH:30]=[CH:29][C:25]=3[C:26](=[O:28])[N:27]=2)[CH:19]=[CH:20][CH:21]=1)[C:2]1[CH:7]=[CH:6][CH:5]=[CH:4][CH:3]=1, predict the reactants needed to synthesize it. The reactants are: [CH2:1]([SH:8])[C:2]1[CH:7]=[CH:6][CH:5]=[CH:4][CH:3]=1.[H-].[Na+].CS(O[C:16]1[CH:21]=[CH:20][CH:19]=[C:18]([C:22]2[S:23][C:24]3[CH:32]=[CH:31][CH:30]=[CH:29][C:25]=3[C:26](=[O:28])[N:27]=2)[N:17]=1)(=O)=O.[C:33](OCC)(=O)C.